The task is: Predict the reactants needed to synthesize the given product.. This data is from Full USPTO retrosynthesis dataset with 1.9M reactions from patents (1976-2016). Given the product [Cl:1][C:2]1[C:11]2[C:6](=[CH:7][CH:8]=[CH:9][CH:10]=2)[CH:5]=[CH:4][C:3]=1[O:12][CH2:13][C:14]([CH3:17])([NH:16][CH2:23][C:19]1[S:18][CH:22]=[CH:21][CH:20]=1)[CH3:15], predict the reactants needed to synthesize it. The reactants are: [Cl:1][C:2]1[C:11]2[C:6](=[CH:7][CH:8]=[CH:9][CH:10]=2)[CH:5]=[CH:4][C:3]=1[O:12][CH2:13][C:14]([CH3:17])([NH2:16])[CH3:15].[S:18]1[CH:22]=[CH:21][CH:20]=[C:19]1[CH:23]=O.